From a dataset of Peptide-MHC class I binding affinity with 185,985 pairs from IEDB/IMGT. Regression. Given a peptide amino acid sequence and an MHC pseudo amino acid sequence, predict their binding affinity value. This is MHC class I binding data. (1) The peptide sequence is VADLSARNKL. The MHC is HLA-A68:02 with pseudo-sequence HLA-A68:02. The binding affinity (normalized) is 0.181. (2) The peptide sequence is TGVGKTSQV. The MHC is HLA-A02:01 with pseudo-sequence HLA-A02:01. The binding affinity (normalized) is 0.0300. (3) The MHC is Mamu-A01 with pseudo-sequence Mamu-A01. The binding affinity (normalized) is 0.370. The peptide sequence is HSPRELIF. (4) The peptide sequence is NLIRNRDYI. The MHC is H-2-Db with pseudo-sequence H-2-Db. The binding affinity (normalized) is 0.719. (5) The peptide sequence is ETESVNSNY. The MHC is HLA-B27:05 with pseudo-sequence HLA-B27:05. The binding affinity (normalized) is 0.0847. (6) The peptide sequence is LMHNQNALV. The MHC is HLA-A02:01 with pseudo-sequence HLA-A02:01. The binding affinity (normalized) is 0.348. (7) The peptide sequence is LQALSNLIL. The MHC is HLA-B39:01 with pseudo-sequence HLA-B39:01. The binding affinity (normalized) is 0.617.